From a dataset of Full USPTO retrosynthesis dataset with 1.9M reactions from patents (1976-2016). Predict the reactants needed to synthesize the given product. (1) Given the product [O:25]1[CH2:26][CH2:27][N:22]([C:11](=[O:13])[CH2:10][C@@H:9]([NH:8][C:6](=[O:7])[O:5][C:1]([CH3:2])([CH3:3])[CH3:4])[CH2:14][CH2:15][C:16]2[CH:21]=[CH:20][CH:19]=[CH:18][CH:17]=2)[CH2:23][CH2:24]1, predict the reactants needed to synthesize it. The reactants are: [C:1]([O:5][C:6]([NH:8][C@@H:9]([CH2:14][CH2:15][C:16]1[CH:21]=[CH:20][CH:19]=[CH:18][CH:17]=1)[CH2:10][C:11]([OH:13])=O)=[O:7])([CH3:4])([CH3:3])[CH3:2].[NH:22]1[CH2:27][CH2:26][O:25][CH2:24][CH2:23]1.CCN=C=NCCCN(C)C.Cl.C1C=CC2N(O)N=NC=2C=1. (2) Given the product [C:29]([O:28][C:27]([NH:1][C@@H:2]1[CH2:11][CH2:10][CH2:9][C:8]2[CH:7]=[C:6]([O:12][S:13]([C:16]([F:19])([F:17])[F:18])(=[O:15])=[O:14])[CH:5]=[CH:4][C:3]1=2)=[O:33])([CH3:32])([CH3:31])[CH3:30], predict the reactants needed to synthesize it. The reactants are: [NH2:1][C@@H:2]1[CH2:11][CH2:10][CH2:9][C:8]2[CH:7]=[C:6]([O:12][S:13]([C:16]([F:19])([F:18])[F:17])(=[O:15])=[O:14])[CH:5]=[CH:4][C:3]1=2.CCN(CC)CC.[C:27](=O)([O:33]C(C)(C)C)[O:28][C:29]([CH3:32])([CH3:31])[CH3:30]. (3) Given the product [C:18]([C@@H:17]([NH:16][C:8]([C:5]1[CH:4]=[C:3]([O:11][CH2:12][CH:13]2[CH2:15][CH2:14]2)[C:2]([Br:1])=[CH:7][N:6]=1)=[O:10])[CH2:21][CH:22]([CH3:24])[CH3:23])(=[O:19])[NH2:20], predict the reactants needed to synthesize it. The reactants are: [Br:1][C:2]1[C:3]([O:11][CH2:12][CH:13]2[CH2:15][CH2:14]2)=[CH:4][C:5]([C:8]([OH:10])=O)=[N:6][CH:7]=1.[NH2:16][C@@H:17]([CH2:21][CH:22]([CH3:24])[CH3:23])[C:18]([NH2:20])=[O:19].